From a dataset of Full USPTO retrosynthesis dataset with 1.9M reactions from patents (1976-2016). Predict the reactants needed to synthesize the given product. Given the product [CH2:77]([O:79][C:80](=[O:90])[CH2:81][CH2:82][C:5]1[CH:6]=[CH:7][C:8]([NH:11][C:12](=[O:38])[CH:13]([N:20]2[C:24]3[CH:25]=[C:26]([F:30])[C:27]([F:29])=[CH:28][C:23]=3[N:22]=[C:21]2[C:31]2[CH:36]=[CH:35][C:34]([Cl:37])=[CH:33][CH:32]=2)[CH:14]2[CH2:15][CH2:16][CH2:17][CH2:18][CH2:19]2)=[CH:9][CH:10]=1)[CH3:78], predict the reactants needed to synthesize it. The reactants are: C(OC(=O)[C:5]1[CH:10]=[CH:9][C:8]([NH:11][C:12](=[O:38])[CH:13]([N:20]2[C:24]3[CH:25]=[C:26]([F:30])[C:27]([F:29])=[CH:28][C:23]=3[N:22]=[C:21]2[C:31]2[CH:36]=[CH:35][C:34]([Cl:37])=[CH:33][CH:32]=2)[CH:14]2[CH2:19][CH2:18][CH2:17][CH2:16][CH2:15]2)=[CH:7][CH:6]=1)C.ClC1C=CC(C2N(C(C3CCCCC3)C(NC[C@H]3CC[C@H](C(O)=O)CC3)=O)C3C=CC(F)=CC=3N=2)=CC=1.[CH2:77]([O:79][C:80](=[O:90])[CH2:81][CH2:82]C1C=CC(N)=CC=1)[CH3:78].F[P-](F)(F)(F)(F)F.N1(OC(N(C)C)=[N+](C)C)C2N=CC=CC=2N=N1.C(N(C(C)C)C(C)C)C.